This data is from Reaction yield outcomes from USPTO patents with 853,638 reactions. The task is: Predict the reaction yield, written as a fraction of the theoretical maximum amount of product (1.0 means a 100% yield; for example, 0.34 means a 34% yield). (1) The reactants are [CH2:1]([NH:3][C:4]([NH:6][C:7]1[N:12]=[CH:11][C:10]([C:13]2[C:14]([O:23][CH:24]3[CH2:29][CH2:28][N:27]([C:30]([O:32][C:33]([CH3:36])([CH3:35])[CH3:34])=[O:31])[CH2:26][CH2:25]3)=[N:15][CH:16]=[C:17]([C:19]([NH:21][NH2:22])=[O:20])[CH:18]=2)=[C:9]([C:37]2[S:38][CH:39]=[C:40]([C:42]([F:45])([F:44])[F:43])[N:41]=2)[CH:8]=1)=[O:5])[CH3:2].[CH2:46](C(CC)(CC)C([O-])([O-])[O-])[CH3:47]. The catalyst is C(OCC)(=O)C. The product is [CH2:1]([NH:3][C:4]([NH:6][C:7]1[N:12]=[CH:11][C:10]([C:13]2[C:14]([O:23][CH:24]3[CH2:25][CH2:26][N:27]([C:30]([O:32][C:33]([CH3:36])([CH3:34])[CH3:35])=[O:31])[CH2:28][CH2:29]3)=[N:15][CH:16]=[C:17]([C:19]3[O:20][C:46]([CH3:47])=[N:22][N:21]=3)[CH:18]=2)=[C:9]([C:37]2[S:38][CH:39]=[C:40]([C:42]([F:43])([F:44])[F:45])[N:41]=2)[CH:8]=1)=[O:5])[CH3:2]. The yield is 0.483. (2) The reactants are [F:1][C:2]1[CH:7]=[C:6]([N+:8]([O-])=O)[CH:5]=[C:4](I)[CH:3]=1.C([O-])(=O)C.[Na+].[C:17]([O:21][CH3:22])(=[O:20])[CH:18]=[CH2:19].C(O)(=O)C. The catalyst is C(O)C.C([O-])(=O)C.[Pd+2].C([O-])(=O)C.[Fe].O.CN1CCCC1=O. The product is [NH2:8][C:6]1[CH:5]=[C:4](/[CH:19]=[CH:18]/[C:17]([O:21][CH3:22])=[O:20])[CH:3]=[C:2]([F:1])[CH:7]=1. The yield is 0.740. (3) The reactants are [NH:1]1[CH2:4][CH:3]([NH:5][C:6]([C:8]2[CH:9]=[N:10][C:11]([C:14]3[CH:19]=[CH:18][CH:17]=[C:16]([F:20])[CH:15]=3)=[N:12][CH:13]=2)=[O:7])[CH2:2]1.CCN(C(C)C)C(C)C.[C:30](Cl)(=[O:35])[C:31]([CH3:34])([CH3:33])[CH3:32]. The catalyst is CN(C=O)C. The product is [CH3:32][C:31]([CH3:34])([CH3:33])[C:30]([N:1]1[CH2:4][CH:3]([NH:5][C:6]([C:8]2[CH:13]=[N:12][C:11]([C:14]3[CH:19]=[CH:18][CH:17]=[C:16]([F:20])[CH:15]=3)=[N:10][CH:9]=2)=[O:7])[CH2:2]1)=[O:35]. The yield is 0.860. (4) The reactants are [NH2:1][C:2]1[CH:9]=[CH:8][C:5]([CH:6]=O)=[CH:4][CH:3]=1.[C:10]([CH2:12][C:13]([O:15][CH2:16][CH3:17])=[O:14])#[N:11].C(NCC)C.C(O)(=O)C. The catalyst is C(O)C. The product is [NH2:1][C:2]1[CH:9]=[CH:8][C:5]([CH:6]=[C:12]([C:10]#[N:11])[C:13]([O:15][CH2:16][CH3:17])=[O:14])=[CH:4][CH:3]=1. The yield is 0.830.